Dataset: Forward reaction prediction with 1.9M reactions from USPTO patents (1976-2016). Task: Predict the product of the given reaction. Given the reactants [CH3:1][C:2]1[CH:9]=[C:8]([C:10]2[N:14]=[C:13]([C:15]3[O:19][N:18]=[C:17]([C:20]4[CH:25]=[CH:24][CH:23]=[CH:22][CH:21]=4)[C:16]=3[C:26]([F:29])([F:28])[F:27])[O:12][N:11]=2)[CH:7]=[CH:6][C:3]=1[CH:4]=O.[NH:30]1[CH2:33][CH:32]([C:34]([OH:36])=[O:35])[CH2:31]1.C([BH3-])#N.[Na+], predict the reaction product. The product is: [CH3:1][C:2]1[CH:9]=[C:8]([C:10]2[N:14]=[C:13]([C:15]3[O:19][N:18]=[C:17]([C:20]4[CH:21]=[CH:22][CH:23]=[CH:24][CH:25]=4)[C:16]=3[C:26]([F:28])([F:27])[F:29])[O:12][N:11]=2)[CH:7]=[CH:6][C:3]=1[CH2:4][N:30]1[CH2:33][CH:32]([C:34]([OH:36])=[O:35])[CH2:31]1.